From a dataset of Catalyst prediction with 721,799 reactions and 888 catalyst types from USPTO. Predict which catalyst facilitates the given reaction. (1) Reactant: CN(/[CH:4]=[N:5]/[C:6]([C:8]1[CH:9]=[C:10]2[C:19](=[CH:20][CH:21]=1)[C:18]1[N:14]([CH:15]=[C:16]([C:22]3[N:26]([CH:27]([CH3:29])[CH3:28])[N:25]=[C:24]([CH3:30])[N:23]=3)[N:17]=1)[CH2:13][CH2:12][O:11]2)=O)C.Cl.[NH:32]([CH:34]1[CH2:39][CH2:38][N:37]([CH3:40])[CH2:36][CH2:35]1)[NH2:33]. Product: [CH:27]([N:26]1[C:22]([C:16]2[N:17]=[C:18]3[C:19]4[CH:20]=[CH:21][C:8]([C:6]5[N:32]([CH:34]6[CH2:39][CH2:38][N:37]([CH3:40])[CH2:36][CH2:35]6)[N:33]=[CH:4][N:5]=5)=[CH:9][C:10]=4[O:11][CH2:12][CH2:13][N:14]3[CH:15]=2)=[N:23][C:24]([CH3:30])=[N:25]1)([CH3:28])[CH3:29]. The catalyst class is: 15. (2) Reactant: [CH3:1][CH:2]1[C:6](=[O:7])[CH2:5][CH2:4][C:3]1=[O:8].[CH2:9](N(CC)CC)C. Product: [CH3:1][C:2]1([CH3:9])[C:6](=[O:7])[CH2:5][CH2:4][C:3]1=[O:8]. The catalyst class is: 22. (3) Reactant: [CH2:1]([C:3]([OH:36])([CH2:34][CH3:35])/[CH:4]=[CH:5]/[C:6]1[CH:11]=[CH:10][C:9]([C:12]([CH2:31][CH3:32])([C:15]2[CH:20]=[CH:19][C:18](B3OC(C)(C)C(C)(C)O3)=[C:17]([CH3:30])[CH:16]=2)[CH2:13][CH3:14])=[CH:8][C:7]=1[CH3:33])[CH3:2].[CH2:37]([O:39][C:40](=[O:49])[CH2:41][C:42]1[CH:43]=[N:44][C:45](Br)=[N:46][CH:47]=1)[CH3:38].P([O-])([O-])([O-])=O.[K+].[K+].[K+]. Product: [CH2:37]([O:39][C:40](=[O:49])[CH2:41][C:42]1[CH:43]=[N:44][C:45]([C:18]2[CH:19]=[CH:20][C:15]([C:12]([CH2:13][CH3:14])([C:9]3[CH:10]=[CH:11][C:6](/[CH:5]=[CH:4]/[C:3]([CH2:34][CH3:35])([OH:36])[CH2:1][CH3:2])=[C:7]([CH3:33])[CH:8]=3)[CH2:31][CH3:32])=[CH:16][C:17]=2[CH3:30])=[N:46][CH:47]=1)[CH3:38]. The catalyst class is: 103. (4) Reactant: Br[C:2]1[CH:3]=[N:4][C:5]2[N:6]([N:8]=[CH:9][C:10]=2[C:11]([NH:13][CH:14]([C:19]2[CH:24]=[CH:23][C:22]([O:25][C:26]([F:29])([F:28])[F:27])=[C:21]([F:30])[CH:20]=2)[C:15]([OH:18])([CH3:17])[CH3:16])=[O:12])[CH:7]=1.[CH:31]1(B(O)O)[CH2:33][CH2:32]1.CC(C)([O-])C.[K+].C1(P(C2CCCCC2)C2CCCCC2)CCCCC1. Product: [CH:31]1([C:2]2[CH:3]=[N:4][C:5]3[N:6]([N:8]=[CH:9][C:10]=3[C:11]([NH:13][CH:14]([C:19]3[CH:24]=[CH:23][C:22]([O:25][C:26]([F:29])([F:28])[F:27])=[C:21]([F:30])[CH:20]=3)[C:15]([OH:18])([CH3:17])[CH3:16])=[O:12])[CH:7]=2)[CH2:33][CH2:32]1. The catalyst class is: 706. (5) Reactant: [N:1]1([C:5]2[N:10]=[C:9]([CH3:11])[N:8]=[C:7]([NH:12][NH:13][C:14](=[O:34])[C@H:15]([CH2:28][CH:29]3[CH2:33][CH2:32][CH2:31][CH2:30]3)[CH2:16][N:17]([O:20]CC3C=CC=CC=3)[CH:18]=[O:19])[C:6]=2[F:35])[CH2:4][CH2:3][CH2:2]1. Product: [N:1]1([C:5]2[N:10]=[C:9]([CH3:11])[N:8]=[C:7]([NH:12][NH:13][C:14](=[O:34])[C@H:15]([CH2:28][CH:29]3[CH2:30][CH2:31][CH2:32][CH2:33]3)[CH2:16][N:17]([OH:20])[CH:18]=[O:19])[C:6]=2[F:35])[CH2:2][CH2:3][CH2:4]1. The catalyst class is: 5. (6) Reactant: Br[C:2]1[CH:7]=[CH:6][C:5]([NH:8][C:9]2[CH:14]=[CH:13][C:12](Br)=[CH:11][CH:10]=2)=[CH:4][CH:3]=1.[CH2:16]([O:22][C:23]1[CH:28]=[C:27]([O:29][CH2:30][CH2:31][CH2:32][CH2:33][CH2:34][CH3:35])[CH:26]=[CH:25][C:24]=1B1OC(C)(C)C(C)(C)O1)[CH2:17][CH2:18][CH2:19][CH2:20][CH3:21].[C:45]([O-:48])(=O)[CH3:46].[K+].[OH2:50]. Product: [CH2:21]([O:50][C:28]1[CH:23]=[C:24]([O:48][CH2:45][CH2:46][CH2:30][CH2:31][CH2:32][CH3:33])[CH:25]=[CH:26][C:27]=1[C:2]1[CH:7]=[CH:6][C:5]([NH:8][C:9]2[CH:14]=[CH:13][C:12]([C:24]3[CH:25]=[CH:26][C:27]([O:29][CH2:30][CH2:31][CH2:32][CH2:33][CH2:34][CH3:35])=[CH:28][C:23]=3[O:22][CH2:16][CH2:17][CH2:18][CH2:19][CH2:20][CH3:21])=[CH:11][CH:10]=2)=[CH:4][CH:3]=1)[CH2:20][CH2:19][CH2:18][CH2:17][CH3:16]. The catalyst class is: 11.